From a dataset of Forward reaction prediction with 1.9M reactions from USPTO patents (1976-2016). Predict the product of the given reaction. (1) Given the reactants [CH3:1][C:2]1[CH:7]=[CH:6][C:5]([C:8]2[O:9][C:10]([CH3:13])=[N:11][N:12]=2)=[CH:4][C:3]=1[C:14]1[CH:19]=[CH:18][C:17]([C:20](O)=[O:21])=[CH:16][CH:15]=1.C1C=CC2N(O)N=NC=2C=1.Cl.CN(C)CCCN=C=NCC.[NH2:45][CH:46]([C:51]([CH3:54])([CH3:53])[CH3:52])[C:47]([NH:49][CH3:50])=[O:48], predict the reaction product. The product is: [CH3:52][C:51]([CH3:54])([CH3:53])[CH:46]([NH:45][C:20]([C:17]1[CH:16]=[CH:15][C:14]([C:3]2[CH:4]=[C:5]([C:8]3[O:9][C:10]([CH3:13])=[N:11][N:12]=3)[CH:6]=[CH:7][C:2]=2[CH3:1])=[CH:19][CH:18]=1)=[O:21])[C:47]([NH:49][CH3:50])=[O:48]. (2) Given the reactants C([Sn](CCCC)(CCCC)[C:6]1[O:7][CH:8]=[CH:9][CH:10]=1)CCC.[C@@H:19]1([N:27]2[CH:31]=[C:30](I)[CH:29]=[C:28]2[N+:33]([O-:35])=[O:34])[O:24][C@H:23]([CH2:25][OH:26])[C@@H:21]([OH:22])[CH2:20]1, predict the reaction product. The product is: [C@@H:19]1([N:27]2[CH:31]=[C:30]([C:6]3[O:7][CH:8]=[CH:9][CH:10]=3)[CH:29]=[C:28]2[N+:33]([O-:35])=[O:34])[O:24][C@H:23]([CH2:25][OH:26])[C@@H:21]([OH:22])[CH2:20]1. (3) Given the reactants [Br-].[C:2]1([CH2:8][N+:9]2[CH:14]=[CH:13][CH:12]=[C:11]([OH:15])[C:10]=2[C:16]2[CH:21]=[CH:20][CH:19]=[CH:18][CH:17]=2)[CH:7]=[CH:6][CH:5]=[CH:4][CH:3]=1.[C:22]1([S:28]([CH:31]=[CH2:32])(=[O:30])=[O:29])[CH:27]=[CH:26][CH:25]=[CH:24][CH:23]=1, predict the reaction product. The product is: [C:22]1([S:28]([CH:31]2[CH2:32][C:10]3([C:16]4[CH:21]=[CH:20][CH:19]=[CH:18][CH:17]=4)[N:9]([CH2:8][C:2]4[CH:3]=[CH:4][CH:5]=[CH:6][CH:7]=4)[CH:14]2[CH:13]=[CH:12][C:11]3=[O:15])(=[O:30])=[O:29])[CH:27]=[CH:26][CH:25]=[CH:24][CH:23]=1.